This data is from Catalyst prediction with 721,799 reactions and 888 catalyst types from USPTO. The task is: Predict which catalyst facilitates the given reaction. (1) Reactant: Cl[C:2]1[N:7]=[CH:6][N:5]=[C:4]([NH:8][C:9]2[CH:14]=[CH:13][C:12]([N:15]3[CH2:20][CH2:19][N:18]([CH:21]4[CH2:24][O:23][CH2:22]4)[CH2:17][CH2:16]3)=[C:11]([F:25])[CH:10]=2)[N:3]=1.[O:26]1[CH2:31][CH2:30][CH:29]([O:32][C:33]2[CH:40]=[CH:39][C:38](B3OC(C)(C)C(C)(C)O3)=[CH:37][C:34]=2[C:35]#[N:36])[CH2:28][CH2:27]1.C1(P(C2C=CC=CC=2)C2C=CC=CC=2)C=CC=CC=1.C(=O)([O-])[O-].[Na+].[Na+]. Product: [F:25][C:11]1[CH:10]=[C:9]([NH:8][C:4]2[N:5]=[CH:6][N:7]=[C:2]([C:38]3[CH:39]=[CH:40][C:33]([O:32][CH:29]4[CH2:30][CH2:31][O:26][CH2:27][CH2:28]4)=[C:34]([CH:37]=3)[C:35]#[N:36])[N:3]=2)[CH:14]=[CH:13][C:12]=1[N:15]1[CH2:20][CH2:19][N:18]([CH:21]2[CH2:24][O:23][CH2:22]2)[CH2:17][CH2:16]1. The catalyst class is: 848. (2) Reactant: Br[C:2]1[C:3]([O:9][CH3:10])=[N:4][CH:5]=[C:6]([Cl:8])[CH:7]=1.[CH3:11][C:12]1[N:17]=[C:16]([NH2:18])[CH:15]=[CH:14][N:13]=1.CC1(C)C2C(=C(P(C3C=CC=CC=3)C3C=CC=CC=3)C=CC=2)OC2C(P(C3C=CC=CC=3)C3C=CC=CC=3)=CC=CC1=2.C(=O)([O-])[O-].[Cs+].[Cs+]. Product: [Cl:8][C:6]1[CH:7]=[C:2]([NH:18][C:16]2[CH:15]=[CH:14][N:13]=[C:12]([CH3:11])[N:17]=2)[C:3]([O:9][CH3:10])=[N:4][CH:5]=1. The catalyst class is: 102. (3) Reactant: [C:1]([N:9]1[CH2:12][CH:11]([NH:13][C:14]2[CH:23]=[CH:22][N:21]=[C:20]3[C:15]=2[C:16]2[CH:28]=[CH:27][CH:26]=[CH:25][C:17]=2[C:18](=[O:24])[NH:19]3)[CH2:10]1)(=O)C1C=CC=CC=1.C([O-])([O-])=O.[K+].[K+].ClC[C:37]([NH:39][C:40]1[CH:45]=[CH:44][CH:43]=[CH:42][CH:41]=1)=[O:38]. Product: [O:24]=[C:18]1[C:17]2[CH:25]=[CH:26][CH:27]=[CH:28][C:16]=2[C:15]2[C:20](=[N:21][CH:22]=[CH:23][C:14]=2[NH:13][CH:11]2[CH2:10][N:9]([CH2:1][C:37]([NH:39][C:40]3[CH:45]=[CH:44][CH:43]=[CH:42][CH:41]=3)=[O:38])[CH2:12]2)[NH:19]1. The catalyst class is: 5. (4) Reactant: [CH3:1][C:2]1[S:23][C:5]2[N:6]=[C:7]([CH2:11][N:12]3[CH:16]=[C:15]([CH:17]=[O:18])[C:14]([C:19]([F:22])([F:21])[F:20])=[N:13]3)[NH:8][C:9](=[O:10])[C:4]=2[CH:3]=1.CO.[BH4-].[Na+]. Product: [OH:18][CH2:17][C:15]1[C:14]([C:19]([F:20])([F:22])[F:21])=[N:13][N:12]([CH2:11][C:7]2[NH:8][C:9](=[O:10])[C:4]3[CH:3]=[C:2]([CH3:1])[S:23][C:5]=3[N:6]=2)[CH:16]=1. The catalyst class is: 2. (5) Reactant: [C:1]([O:7][CH2:8][C:9]([C:40]([O:42][CH2:43][CH3:44])=[O:41])([C:35]([O:37][CH2:38][CH3:39])=[O:36])[CH2:10][O:11]C(C1C=CC=CC=1)(C1C=CC(OC)=CC=1)C1C=CC(OC)=CC=1)(=[O:6])[C:2]([CH3:5])([CH3:4])[CH3:3].C(O)(C(F)(F)F)=O.N1C=CC=CC=1. The catalyst class is: 61. Product: [C:1]([O:7][CH2:8][C:9]([C:35]([O:37][CH2:38][CH3:39])=[O:36])([C:40]([O:42][CH2:43][CH3:44])=[O:41])[CH2:10][OH:11])(=[O:6])[C:2]([CH3:3])([CH3:5])[CH3:4]. (6) Reactant: [CH2:1]([C:3]1[CH:4]=[C:5]2[C:10](=[CH:11][C:12]=1[OH:13])[O:9][CH:8]([C:14]([F:17])([F:16])[F:15])[C:7]([C:18]([OH:20])=[O:19])=[CH:6]2)[CH3:2].C(=O)([O-])[O-].[Cs+].[Cs+].[CH2:27](Br)[CH3:28].C(OCC)(=O)C. Product: [CH2:1]([C:3]1[CH:4]=[C:5]2[C:10](=[CH:11][C:12]=1[OH:13])[O:9][CH:8]([C:14]([F:15])([F:16])[F:17])[C:7]([C:18]([O:20][CH2:27][CH3:28])=[O:19])=[CH:6]2)[CH3:2]. The catalyst class is: 9.